Dataset: Forward reaction prediction with 1.9M reactions from USPTO patents (1976-2016). Task: Predict the product of the given reaction. (1) Given the reactants [C:1]([O:5][C:6]([N:8]1[CH2:12][CH2:11][CH2:10][CH:9]1[CH:13]=O)=[O:7])([CH3:4])([CH3:3])[CH3:2].[ClH:15].[NH2:16][OH:17].O.ClN1C(=O)[CH2:23][CH2:22][C:21]1=O.N1[CH:32]=[CH:31][CH:30]=[CH:29][CH:28]=1, predict the reaction product. The product is: [C:1]([O:5][C:6]([N:8]1[CH2:12][CH2:11][CH2:10][CH:9]1[C:13]1[CH:28]=[C:29]([C:30]2[CH:23]=[CH:22][CH:21]=[C:32]([Cl:15])[CH:31]=2)[O:17][N:16]=1)=[O:7])([CH3:2])([CH3:3])[CH3:4]. (2) Given the reactants [OH:1][C:2]1([CH2:9][NH:10][C:11]([C:13]2[C:21]3[C:16](=[CH:17][CH:18]=[CH:19][C:20]=3[Cl:22])[N:15]([CH2:23][CH:24]3[CH2:28][CH2:27][CH2:26][NH:25]3)[CH:14]=2)=[O:12])[CH2:7][CH2:6][CH2:5][CH:4]([CH3:8])[CH2:3]1.C([O-])([O-])=O.[K+].[K+].Br[CH2:36][CH2:37][F:38], predict the reaction product. The product is: [OH:1][C:2]1([CH2:9][NH:10][C:11]([C:13]2[C:21]3[C:16](=[CH:17][CH:18]=[CH:19][C:20]=3[Cl:22])[N:15]([CH2:23][CH:24]3[CH2:28][CH2:27][CH2:26][N:25]3[CH2:36][CH2:37][F:38])[CH:14]=2)=[O:12])[CH2:7][CH2:6][CH2:5][CH:4]([CH3:8])[CH2:3]1. (3) Given the reactants [F:1][C:2]1[CH:7]=[C:6]([F:8])[CH:5]=[CH:4][C:3]=1[N:9]1[CH2:14][CH2:13][N:12]([CH2:15][C:16]#[C:17][C:18]2[N:23]=[C:22]([NH2:24])[N:21]3[N:25]=[C:26]([C:28]4[O:29][CH:30]=[CH:31][CH:32]=4)[N:27]=[C:20]3[CH:19]=2)[CH2:11][CH2:10]1, predict the reaction product. The product is: [F:1][C:2]1[CH:7]=[C:6]([F:8])[CH:5]=[CH:4][C:3]=1[N:9]1[CH2:10][CH2:11][N:12]([CH2:15][CH2:16][CH2:17][C:18]2[N:23]=[C:22]([NH2:24])[N:21]3[N:25]=[C:26]([C:28]4[O:29][CH:30]=[CH:31][CH:32]=4)[N:27]=[C:20]3[CH:19]=2)[CH2:13][CH2:14]1.